Dataset: Reaction yield outcomes from USPTO patents with 853,638 reactions. Task: Predict the reaction yield, written as a fraction of the theoretical maximum amount of product (1.0 means a 100% yield; for example, 0.34 means a 34% yield). The reactants are [Br:1][C:2]1[CH:7]=[CH:6][C:5]([O:8][CH3:9])=[CH:4][C:3]=1[NH2:10].C(O[CH:14]=[C:15]([C:21]([O:23][CH2:24][CH3:25])=[O:22])[C:16]([O:18][CH2:19][CH3:20])=[O:17])C. No catalyst specified. The product is [CH2:19]([O:18][C:16](=[O:17])[C:15](=[CH:14][NH:10][C:3]1[CH:4]=[C:5]([O:8][CH3:9])[CH:6]=[CH:7][C:2]=1[Br:1])[C:21]([O:23][CH2:24][CH3:25])=[O:22])[CH3:20]. The yield is 0.810.